Task: Predict the reaction yield, written as a fraction of the theoretical maximum amount of product (1.0 means a 100% yield; for example, 0.34 means a 34% yield).. Dataset: Reaction yield outcomes from USPTO patents with 853,638 reactions (1) The reactants are [O:1]=[C:2]1[C:10]2[C:5](=[CH:6][CH:7]=[CH:8][CH:9]=2)[C:4](=[O:11])[N:3]1[CH2:12][CH2:13][CH2:14][O:15][C:16]1[CH:23]=[CH:22][C:21]([O:24]C)=[CH:20][C:17]=1[C:18]#[N:19].B(Cl)(Cl)Cl.C(=O)([O-])O.[Na+]. The catalyst is [I-].C([N+](CCCC)(CCCC)CCCC)CCC.ClCCl. The product is [O:11]=[C:4]1[C:5]2[C:10](=[CH:9][CH:8]=[CH:7][CH:6]=2)[C:2](=[O:1])[N:3]1[CH2:12][CH2:13][CH2:14][O:15][C:16]1[CH:23]=[CH:22][C:21]([OH:24])=[CH:20][C:17]=1[C:18]#[N:19]. The yield is 0.740. (2) The reactants are [O:1]1[CH2:6][CH2:5][N:4]([CH2:7][CH2:8][O:9][C:10]2[CH:15]=[CH:14][C:13]([C:16]3[CH:17]=[CH:18][C:19]([CH2:22][C:23]#N)=[N:20][CH:21]=3)=[CH:12][CH:11]=2)[CH2:3][CH2:2]1.OS(O)(=O)=O.[C:30](=O)(O)[O-:31].[Na+].C(=O)(O)[O-:36].[Na+].ClCCl. The catalyst is ClCCl.CO. The product is [O:1]1[CH2:6][CH2:5][N:4]([CH2:7][CH2:8][O:9][C:10]2[CH:15]=[CH:14][C:13]([C:16]3[CH:17]=[CH:18][C:19]([CH2:22][C:23]([O:31][CH3:30])=[O:36])=[N:20][CH:21]=3)=[CH:12][CH:11]=2)[CH2:3][CH2:2]1. The yield is 0.977. (3) The reactants are [C:1]([O-])([O-])=O.[K+].[K+].[I:7][C:8]1[CH:9]=[C:10]2[C:14](=[CH:15][CH:16]=1)[N:13]([C:17]1[CH:25]=[CH:24][C:20]([C:21]([OH:23])=[O:22])=[CH:19][CH:18]=1)[N:12]=[CH:11]2.CI. The catalyst is CN(C=O)C. The product is [CH3:1][O:22][C:21](=[O:23])[C:20]1[CH:19]=[CH:18][C:17]([N:13]2[C:14]3[C:10](=[CH:9][C:8]([I:7])=[CH:16][CH:15]=3)[CH:11]=[N:12]2)=[CH:25][CH:24]=1. The yield is 0.768. (4) The reactants are [C:1]([O:5][C:6]([N:8]1[CH2:13][CH2:12][CH:11]([O:14][N:15]2C(=O)C3C(=CC=CC=3)C2=O)[CH2:10][CH2:9]1)=[O:7])([CH3:4])([CH3:3])[CH3:2].O.NN. The catalyst is C(Cl)Cl. The product is [C:1]([O:5][C:6]([N:8]1[CH2:9][CH2:10][CH:11]([O:14][NH2:15])[CH2:12][CH2:13]1)=[O:7])([CH3:4])([CH3:2])[CH3:3]. The yield is 0.990.